Dataset: Retrosynthesis with 50K atom-mapped reactions and 10 reaction types from USPTO. Task: Predict the reactants needed to synthesize the given product. (1) Given the product O=C(O)C1CCc2ccccc2O1, predict the reactants needed to synthesize it. The reactants are: O=C(O)C1CCc2cc(F)ccc2O1.O=S(Cl)Cl. (2) Given the product CC(=O)c1ccc(C(=O)N(C)C)cc1, predict the reactants needed to synthesize it. The reactants are: CC(=O)c1ccc(C(=O)O)cc1.CNC.